Dataset: Full USPTO retrosynthesis dataset with 1.9M reactions from patents (1976-2016). Task: Predict the reactants needed to synthesize the given product. (1) Given the product [CH2:1]([O:3][C:4]([C:6]1[N:10]([CH2:11][C:12]2[CH:17]=[CH:16][C:15]([C:18]3[CH:23]=[CH:22][CH:21]=[CH:20][C:19]=3[C:24]3[N:28]([C:29]([C:42]4[CH:43]=[CH:44][CH:45]=[CH:46][CH:47]=4)([C:36]4[CH:41]=[CH:40][CH:39]=[CH:38][CH:37]=4)[C:30]4[CH:35]=[CH:34][CH:33]=[CH:32][CH:31]=4)[N:27]=[N:26][N:25]=3)=[CH:14][CH:13]=2)[C:9]([CH2:48][CH2:49][CH3:50])=[N:8][C:7]=1[CH:51]([S:53][C:54]1[CH:59]=[CH:58][C:57]([NH2:60])=[C:56]([N:63]([C:65]([O:67][C:68]([CH3:71])([CH3:69])[CH3:70])=[O:66])[CH3:64])[CH:55]=1)[CH3:52])=[O:5])[CH3:2], predict the reactants needed to synthesize it. The reactants are: [CH2:1]([O:3][C:4]([C:6]1[N:10]([CH2:11][C:12]2[CH:17]=[CH:16][C:15]([C:18]3[CH:23]=[CH:22][CH:21]=[CH:20][C:19]=3[C:24]3[N:28]([C:29]([C:42]4[CH:47]=[CH:46][CH:45]=[CH:44][CH:43]=4)([C:36]4[CH:41]=[CH:40][CH:39]=[CH:38][CH:37]=4)[C:30]4[CH:35]=[CH:34][CH:33]=[CH:32][CH:31]=4)[N:27]=[N:26][N:25]=3)=[CH:14][CH:13]=2)[C:9]([CH2:48][CH2:49][CH3:50])=[N:8][C:7]=1[CH:51]([S:53][C:54]1[CH:59]=[CH:58][C:57]([N+:60]([O-])=O)=[C:56]([N:63]([C:65]([O:67][C:68]([CH3:71])([CH3:70])[CH3:69])=[O:66])[CH3:64])[CH:55]=1)[CH3:52])=[O:5])[CH3:2].[H][H]. (2) Given the product [CH:20]([C:10]1[NH:11][C:12]([C:13]2[CH:18]=[CH:17][CH:16]=[C:15]([CH3:19])[N:14]=2)=[C:8]([C:4]2[CH:3]=[C:2]([C:27]3[CH:28]=[CH:29][C:24]([CH3:23])=[CH:25][CH:26]=3)[CH:7]=[CH:6][CH:5]=2)[N:9]=1)([CH3:22])[CH3:21], predict the reactants needed to synthesize it. The reactants are: Br[C:2]1[CH:3]=[C:4]([C:8]2[N:9]=[C:10]([CH:20]([CH3:22])[CH3:21])[NH:11][C:12]=2[C:13]2[CH:18]=[CH:17][CH:16]=[C:15]([CH3:19])[N:14]=2)[CH:5]=[CH:6][CH:7]=1.[CH3:23][C:24]1[CH:29]=[CH:28][C:27](B(O)O)=[CH:26][CH:25]=1. (3) Given the product [CH2:26]([N:16]([CH2:14][CH3:15])[C:17](=[O:25])[C:18]1[CH:23]=[CH:22][C:21]([F:24])=[CH:20][C:19]=1[C:29]1[C:34]([CH3:35])=[CH:33][CH:32]=[CH:31][N:30]=1)[CH3:27], predict the reactants needed to synthesize it. The reactants are: C([Li])(CC)C.CN(C)CCN(C)C.[CH2:14]([N:16]([CH2:26][CH3:27])[C:17](=[O:25])[C:18]1[CH:23]=[CH:22][C:21]([F:24])=[CH:20][CH:19]=1)[CH3:15].Br[C:29]1[C:34]([CH3:35])=[CH:33][CH:32]=[CH:31][N:30]=1.C([O-])(O)=O.[Na+].